This data is from Reaction yield outcomes from USPTO patents with 853,638 reactions. The task is: Predict the reaction yield, written as a fraction of the theoretical maximum amount of product (1.0 means a 100% yield; for example, 0.34 means a 34% yield). The reactants are C1C=CC2N(O)[N:8]=[N:7]C=2C=1.CCN=C=NCCCN(C)C.[Cl:22][C:23]1[CH:24]=[C:25]([CH:29]=[CH:30][N:31]=1)[C:26](O)=[O:27].O.NN. The catalyst is C(#N)C. The product is [Cl:22][C:23]1[CH:24]=[C:25]([CH:29]=[CH:30][N:31]=1)[C:26]([NH:7][NH2:8])=[O:27]. The yield is 0.570.